From a dataset of NCI-60 drug combinations with 297,098 pairs across 59 cell lines. Regression. Given two drug SMILES strings and cell line genomic features, predict the synergy score measuring deviation from expected non-interaction effect. (1) Drug 1: C1CN1C2=NC(=NC(=N2)N3CC3)N4CC4. Drug 2: CC12CCC3C(C1CCC2O)C(CC4=C3C=CC(=C4)O)CCCCCCCCCS(=O)CCCC(C(F)(F)F)(F)F. Cell line: NCI/ADR-RES. Synergy scores: CSS=44.1, Synergy_ZIP=-2.14, Synergy_Bliss=-1.53, Synergy_Loewe=-9.14, Synergy_HSA=0.286. (2) Drug 1: C1=CN(C=N1)CC(O)(P(=O)(O)O)P(=O)(O)O. Drug 2: C1CN1C2=NC(=NC(=N2)N3CC3)N4CC4. Cell line: MCF7. Synergy scores: CSS=21.7, Synergy_ZIP=-9.62, Synergy_Bliss=-6.58, Synergy_Loewe=-3.73, Synergy_HSA=-2.10. (3) Drug 1: C1=C(C(=O)NC(=O)N1)F. Drug 2: N.N.Cl[Pt+2]Cl. Cell line: SK-MEL-2. Synergy scores: CSS=33.5, Synergy_ZIP=6.87, Synergy_Bliss=1.39, Synergy_Loewe=-3.85, Synergy_HSA=-1.13. (4) Drug 1: C1=CC(=C2C(=C1NCCNCCO)C(=O)C3=C(C=CC(=C3C2=O)O)O)NCCNCCO. Drug 2: CN(C)N=NC1=C(NC=N1)C(=O)N. Cell line: U251. Synergy scores: CSS=34.2, Synergy_ZIP=0.0552, Synergy_Bliss=-2.92, Synergy_Loewe=-21.7, Synergy_HSA=-1.04. (5) Drug 1: C1CC(C1)(C(=O)O)C(=O)O.[NH2-].[NH2-].[Pt+2]. Drug 2: CCC1(CC2CC(C3=C(CCN(C2)C1)C4=CC=CC=C4N3)(C5=C(C=C6C(=C5)C78CCN9C7C(C=CC9)(C(C(C8N6C)(C(=O)OC)O)OC(=O)C)CC)OC)C(=O)OC)O.OS(=O)(=O)O. Cell line: HT29. Synergy scores: CSS=0.0325, Synergy_ZIP=0.204, Synergy_Bliss=-1.80, Synergy_Loewe=0.446, Synergy_HSA=-2.85. (6) Drug 1: C1CCN(CC1)CCOC2=CC=C(C=C2)C(=O)C3=C(SC4=C3C=CC(=C4)O)C5=CC=C(C=C5)O. Drug 2: CC(CN1CC(=O)NC(=O)C1)N2CC(=O)NC(=O)C2. Cell line: HCT116. Synergy scores: CSS=27.1, Synergy_ZIP=1.19, Synergy_Bliss=-1.04, Synergy_Loewe=-3.17, Synergy_HSA=-2.41.